From a dataset of Experimentally validated miRNA-target interactions with 360,000+ pairs, plus equal number of negative samples. Binary Classification. Given a miRNA mature sequence and a target amino acid sequence, predict their likelihood of interaction. (1) The miRNA is hsa-miR-7159-3p with sequence UUUCUAUGUUAGUUGGAAG. The protein sequence of the target gene is MAEPSQAPTPAPAAQPRPLQSPAPAPTPTPAPSPASAPIPTPTPAPAPAPAAAPAGSTGTGGPGVGSGGAGSGGDPARPGLSQQQRASQRKAQVRGLPRAKKLEKLGVFSACKANETCKCNGWKNPKPPTAPRMDLQQPAANLSELCRSCEHPLADHVSHLENVSEDEINRLLGMVVDVENLFMSVHKEEDTDTKQVYFYLFKLLRKCILQMTRPVVEGSLGSPPFEKPNIEQGVLNFVQYKFSHLAPRERQTMFELSKMFLLCLNYWKLETPAQFRQRSQAEDVATYKVNYTRWLCYCH.... Result: 0 (no interaction). (2) The miRNA is cgr-miR-29b-3p with sequence UAGCACCAUUUGAAAUCAGUGUU. The protein sequence of the target gene is MASPSKAVIVPGNGGGDVTTHGWYGWVKKELEKIPGFQCLAKNMPDPITARESIWLPFMETELHCDEKTIIIGHSSGAIAAMRYAETHRVYAIVLVSAYTSDLGDENERASGYFTRPWQWEKIKANCPYIVQFGSTDDPFLPWKEQQEVADRLETKLHKFTDCGHFQNTEFHELITVVKSLLKVPA. Result: 0 (no interaction).